From a dataset of NCI-60 drug combinations with 297,098 pairs across 59 cell lines. Regression. Given two drug SMILES strings and cell line genomic features, predict the synergy score measuring deviation from expected non-interaction effect. (1) Drug 1: CCC1=CC2CC(C3=C(CN(C2)C1)C4=CC=CC=C4N3)(C5=C(C=C6C(=C5)C78CCN9C7C(C=CC9)(C(C(C8N6C)(C(=O)OC)O)OC(=O)C)CC)OC)C(=O)OC.C(C(C(=O)O)O)(C(=O)O)O. Drug 2: C1=NC(=NC(=O)N1C2C(C(C(O2)CO)O)O)N. Cell line: NCIH23. Synergy scores: CSS=17.4, Synergy_ZIP=0.273, Synergy_Bliss=1.93, Synergy_Loewe=-7.25, Synergy_HSA=2.52. (2) Drug 1: C1=NC2=C(N=C(N=C2N1C3C(C(C(O3)CO)O)F)Cl)N. Drug 2: CCC1(CC2CC(C3=C(CCN(C2)C1)C4=CC=CC=C4N3)(C5=C(C=C6C(=C5)C78CCN9C7C(C=CC9)(C(C(C8N6C)(C(=O)OC)O)OC(=O)C)CC)OC)C(=O)OC)O.OS(=O)(=O)O. Cell line: CAKI-1. Synergy scores: CSS=3.19, Synergy_ZIP=-3.06, Synergy_Bliss=-2.71, Synergy_Loewe=-2.14, Synergy_HSA=-1.39. (3) Drug 1: CC(C)(C#N)C1=CC(=CC(=C1)CN2C=NC=N2)C(C)(C)C#N. Drug 2: C#CCC(CC1=CN=C2C(=N1)C(=NC(=N2)N)N)C3=CC=C(C=C3)C(=O)NC(CCC(=O)O)C(=O)O. Cell line: CAKI-1. Synergy scores: CSS=-10.3, Synergy_ZIP=3.84, Synergy_Bliss=-4.61, Synergy_Loewe=-6.56, Synergy_HSA=-12.0. (4) Drug 1: CCC1(CC2CC(C3=C(CCN(C2)C1)C4=CC=CC=C4N3)(C5=C(C=C6C(=C5)C78CCN9C7C(C=CC9)(C(C(C8N6C=O)(C(=O)OC)O)OC(=O)C)CC)OC)C(=O)OC)O.OS(=O)(=O)O. Drug 2: CC=C1C(=O)NC(C(=O)OC2CC(=O)NC(C(=O)NC(CSSCCC=C2)C(=O)N1)C(C)C)C(C)C. Cell line: SK-MEL-28. Synergy scores: CSS=40.4, Synergy_ZIP=-2.97, Synergy_Bliss=0.459, Synergy_Loewe=-15.9, Synergy_HSA=-1.70. (5) Drug 1: CS(=O)(=O)C1=CC(=C(C=C1)C(=O)NC2=CC(=C(C=C2)Cl)C3=CC=CC=N3)Cl. Drug 2: CC1=C(C=C(C=C1)NC2=NC=CC(=N2)N(C)C3=CC4=NN(C(=C4C=C3)C)C)S(=O)(=O)N.Cl. Cell line: OVCAR3. Synergy scores: CSS=9.08, Synergy_ZIP=-0.931, Synergy_Bliss=5.22, Synergy_Loewe=3.18, Synergy_HSA=2.90. (6) Drug 1: CC(C)NC(=O)C1=CC=C(C=C1)CNNC.Cl. Drug 2: N.N.Cl[Pt+2]Cl. Cell line: TK-10. Synergy scores: CSS=9.79, Synergy_ZIP=-5.54, Synergy_Bliss=3.11, Synergy_Loewe=-7.02, Synergy_HSA=1.31. (7) Drug 1: CC1OCC2C(O1)C(C(C(O2)OC3C4COC(=O)C4C(C5=CC6=C(C=C35)OCO6)C7=CC(=C(C(=C7)OC)O)OC)O)O. Drug 2: C1=NC(=NC(=O)N1C2C(C(C(O2)CO)O)O)N. Cell line: MDA-MB-231. Synergy scores: CSS=25.6, Synergy_ZIP=-2.93, Synergy_Bliss=3.16, Synergy_Loewe=1.24, Synergy_HSA=3.18. (8) Drug 1: C1=NC2=C(N1)C(=S)N=C(N2)N. Drug 2: CC1C(C(CC(O1)OC2CC(CC3=C2C(=C4C(=C3O)C(=O)C5=CC=CC=C5C4=O)O)(C(=O)C)O)N)O. Cell line: UO-31. Synergy scores: CSS=53.0, Synergy_ZIP=-3.74, Synergy_Bliss=-1.88, Synergy_Loewe=-6.18, Synergy_HSA=-0.308. (9) Synergy scores: CSS=0.121, Synergy_ZIP=0.828, Synergy_Bliss=0.215, Synergy_Loewe=-3.14, Synergy_HSA=-3.01. Drug 2: CC1=C(C=C(C=C1)C(=O)NC2=CC(=CC(=C2)C(F)(F)F)N3C=C(N=C3)C)NC4=NC=CC(=N4)C5=CN=CC=C5. Cell line: NCI-H522. Drug 1: CC1=CC2C(CCC3(C2CCC3(C(=O)C)OC(=O)C)C)C4(C1=CC(=O)CC4)C. (10) Drug 1: CC1C(C(CC(O1)OC2CC(CC3=C2C(=C4C(=C3O)C(=O)C5=C(C4=O)C(=CC=C5)OC)O)(C(=O)C)O)N)O.Cl. Drug 2: C1=CC=C(C(=C1)C(C2=CC=C(C=C2)Cl)C(Cl)Cl)Cl. Cell line: A549. Synergy scores: CSS=30.9, Synergy_ZIP=0.0118, Synergy_Bliss=4.91, Synergy_Loewe=-30.2, Synergy_HSA=4.45.